From a dataset of Forward reaction prediction with 1.9M reactions from USPTO patents (1976-2016). Predict the product of the given reaction. (1) Given the reactants ClS(O)(=O)=O.[N+:6]([C:9]1[CH:23]=[CH:22][CH:21]=[CH:20][C:10]=1[O:11]/[C:12](=[CH:16]\[C:17]([OH:19])=O)/[C:13]([OH:15])=[O:14])([O-:8])=[O:7].[N+](C1C=CC=CC=1O/C(=C/C(O)=O)/C(O)=O)([O-])=O, predict the reaction product. The product is: [N+:6]([C:9]1[C:10]2[O:11][C:12]([C:13]([OH:15])=[O:14])=[CH:16][C:17](=[O:19])[C:20]=2[CH:21]=[CH:22][CH:23]=1)([O-:8])=[O:7]. (2) The product is: [NH2:1][C:2]1[N:11]([CH2:12][CH2:13][CH3:14])[CH2:10][C:9]2[C:4](=[CH:5][CH:6]=[C:7]([O:15][C:16]3[CH:17]=[C:18]([CH:22]=[CH:23][CH:24]=3)[C:19]([Cl:27])=[O:20])[CH:8]=2)[N:3]=1. Given the reactants [NH2:1][C:2]1[N:11]([CH2:12][CH2:13][CH3:14])[CH2:10][C:9]2[C:4](=[CH:5][CH:6]=[C:7]([O:15][C:16]3[CH:17]=[C:18]([CH:22]=[CH:23][CH:24]=3)[C:19](O)=[O:20])[CH:8]=2)[N:3]=1.O=S(Cl)[Cl:27], predict the reaction product. (3) Given the reactants [N:1]1([NH:7][C:8]([C:10]2[N:11]=[C:12]([C:25]3[CH:30]=[CH:29][C:28]([Cl:31])=[CH:27][C:26]=3[Cl:32])[N:13]([C:17]3[CH:22]=[CH:21][C:20]([O:23]C)=[CH:19][CH:18]=3)[C:14]=2[CH2:15][OH:16])=[O:9])[CH2:6][CH2:5][CH2:4][CH2:3][CH2:2]1.B(Br)(Br)Br, predict the reaction product. The product is: [N:1]1([NH:7][C:8]([C:10]2[N:11]=[C:12]([C:25]3[CH:30]=[CH:29][C:28]([Cl:31])=[CH:27][C:26]=3[Cl:32])[N:13]([C:17]3[CH:18]=[CH:19][C:20]([OH:23])=[CH:21][CH:22]=3)[C:14]=2[CH2:15][OH:16])=[O:9])[CH2:6][CH2:5][CH2:4][CH2:3][CH2:2]1. (4) Given the reactants [Br:1][C:2]1[N:6]2[C:7](=[O:13])[CH:8]=[C:9]([CH2:11]Cl)[N:10]=[C:5]2[S:4][C:3]=1[CH3:14].P([O-])([O-])([O-])=O.[K+].[K+].[K+].[C:23]([C:25]1[CH:26]=[C:27](B(O)O)[CH:28]=[CH:29][CH:30]=1)#[N:24], predict the reaction product. The product is: [Br:1][C:2]1[N:6]2[C:7](=[O:13])[CH:8]=[C:9]([CH2:11][C:29]3[CH:30]=[C:25]([CH:26]=[CH:27][CH:28]=3)[C:23]#[N:24])[N:10]=[C:5]2[S:4][C:3]=1[CH3:14]. (5) Given the reactants [N+:1]([C:4]1[CH:25]=[CH:24][C:7]([O:8][C:9]2[N:17]=[CH:16][N:15]=[C:14]3[C:10]=2[N:11]=[CH:12][N:13]3[CH:18]2[CH2:23][CH2:22][CH2:21][CH2:20][O:19]2)=[CH:6][CH:5]=1)([O-])=O.C([O-])=O.[NH4+], predict the reaction product. The product is: [O:19]1[CH2:20][CH2:21][CH2:22][CH2:23][CH:18]1[N:13]1[CH:12]=[N:11][C:10]2[C:14]1=[N:15][CH:16]=[N:17][C:9]=2[O:8][C:7]1[CH:24]=[CH:25][C:4]([NH2:1])=[CH:5][CH:6]=1. (6) Given the reactants C([O:3][C:4](=[O:18])[CH2:5][O:6][C:7]1[CH:12]=[CH:11][C:10]([Br:13])=[CH:9][C:8]=1[C:14](=O)[CH2:15]Br)C.[C:19]([NH2:27])(=[S:26])[C:20]1[CH:25]=[CH:24][CH:23]=[CH:22][CH:21]=1, predict the reaction product. The product is: [Br:13][C:10]1[CH:11]=[CH:12][C:7]([O:6][CH2:5][C:4]([OH:3])=[O:18])=[C:8]([C:14]2[N:27]=[C:19]([C:20]3[CH:25]=[CH:24][CH:23]=[CH:22][CH:21]=3)[S:26][CH:15]=2)[CH:9]=1. (7) Given the reactants [Cl:1][C:2]1[CH:3]=[N:4][C:5]2[NH:6][C:7]3[CH:8]=[C:9]([C:26]([O:28]C)=[O:27])[CH:10]=[C:11]([CH:25]=3)[O:12][CH2:13][CH2:14][S:15][C:16]3[CH:24]=[C:20]([NH:21][C:22]=1[N:23]=2)[CH:19]=[CH:18][CH:17]=3.[OH-].[Na+], predict the reaction product. The product is: [Cl:1][C:2]1[CH:3]=[N:4][C:5]2[NH:6][C:7]3[CH:8]=[C:9]([C:26]([OH:28])=[O:27])[CH:10]=[C:11]([CH:25]=3)[O:12][CH2:13][CH2:14][S:15][C:16]3[CH:24]=[C:20]([NH:21][C:22]=1[N:23]=2)[CH:19]=[CH:18][CH:17]=3. (8) The product is: [CH3:1][O:2][C:3]1[CH:8]=[CH:7][CH:6]=[CH:5][C:4]=1[C:9]1[S:10][CH:11]=[C:12]([NH:33][C:53]([NH:49][C:47]2[CH:46]=[CH:45][CH:44]=[C:43]([CH2:42][N:36]3[CH2:37][CH2:38][CH2:39][CH2:40][CH2:41]3)[N:48]=2)=[O:54])[N:13]=1. Given the reactants [CH3:1][O:2][C:3]1[CH:8]=[CH:7][CH:6]=[CH:5][C:4]=1[C:9]1[S:10][CH:11]=[C:12](C(O)=O)[N:13]=1.P([N:33]=[N+]=[N-])(OC1C=CC=CC=1)(OC1C=CC=CC=1)=O.[N:36]1([CH2:42][C:43]2[N:48]=[C:47]([NH2:49])[CH:46]=[CH:45][CH:44]=2)[CH2:41][CH2:40][CH2:39][CH2:38][CH2:37]1.CCO[C:53](C)=[O:54], predict the reaction product.